This data is from Reaction yield outcomes from USPTO patents with 853,638 reactions. The task is: Predict the reaction yield, written as a fraction of the theoretical maximum amount of product (1.0 means a 100% yield; for example, 0.34 means a 34% yield). (1) The reactants are Br[CH2:2][CH2:3][N:4]1[C:8]([CH2:9]Br)=[CH:7][C:6]([N+:11]([O-:13])=[O:12])=[N:5]1.[NH3:14]. The catalyst is O1CCOCC1. The product is [N+:11]([C:6]1[CH:7]=[C:8]2[CH2:9][NH:14][CH2:2][CH2:3][N:4]2[N:5]=1)([O-:13])=[O:12]. The yield is 1.00. (2) The reactants are [C:1]([O:4][C:5]1[CH:13]=[CH:12][C:11]([Cl:14])=[CH:10][C:6]=1[C:7]([OH:9])=O)(=[O:3])[CH3:2].[CH3:15][O:16][C:17]1[C:26]2[C:21](=[CH:22][CH:23]=[CH:24][CH:25]=2)[CH:20]=[C:19]([NH2:27])[CH:18]=1. No catalyst specified. The product is [C:1]([O:4][C:5]1[CH:13]=[CH:12][C:11]([Cl:14])=[CH:10][C:6]=1[C:7]([NH:27][C:19]1[CH:18]=[C:17]([O:16][CH3:15])[C:26]2[C:21]([CH:20]=1)=[CH:22][CH:23]=[CH:24][CH:25]=2)=[O:9])(=[O:3])[CH3:2]. The yield is 0.399. (3) The reactants are [C:1]([C:5]1[CH:10]=[C:9]([CH3:11])[CH:8]=[C:7]([C:12]([CH3:15])([CH3:14])[CH3:13])[CH:6]=1)([CH3:4])([CH3:3])[CH3:2].C1C(=O)[N:20](Br)[C:18](=O)C1.[C-]#N.[Na+].O. The catalyst is C(Cl)(Cl)(Cl)Cl.CC(N=NC(C#N)(C)C)(C#N)C. The product is [C:1]([C:5]1[CH:10]=[C:9]([CH2:11][C:18]#[N:20])[CH:8]=[C:7]([C:12]([CH3:15])([CH3:14])[CH3:13])[CH:6]=1)([CH3:4])([CH3:3])[CH3:2]. The yield is 0.600. (4) The product is [CH3:23][S:24]([O:15][CH:12]1[CH2:13][CH2:14][CH:9]([O:8][CH2:1][C:2]2[CH:7]=[CH:6][CH:5]=[CH:4][CH:3]=2)[CH2:10][CH2:11]1)(=[O:26])=[O:25]. The reactants are [CH2:1]([O:8][CH:9]1[CH2:14][CH2:13][CH:12]([OH:15])[CH2:11][CH2:10]1)[C:2]1[CH:7]=[CH:6][CH:5]=[CH:4][CH:3]=1.CCN(CC)CC.[CH3:23][S:24](Cl)(=[O:26])=[O:25]. The catalyst is C(Cl)Cl. The yield is 0.980. (5) The reactants are Br[C:2]1[C:3]([O:17][CH2:18][C:19]2[C:20]([C:25]3[CH:30]=[CH:29][CH:28]=[CH:27][CH:26]=3)=[N:21][O:22][C:23]=2[CH3:24])=[N:4][CH:5]=[C:6]([CH:16]=1)[C:7]([NH:9][CH:10]1[CH2:15][CH2:14][O:13][CH2:12][CH2:11]1)=[O:8].[CH3:31]B1OB(C)OB(C)O1.C(=O)([O-])[O-].[Na+].[Na+]. The catalyst is COCCOC.C(OCC)(=O)C.C1C=CC([P]([Pd]([P](C2C=CC=CC=2)(C2C=CC=CC=2)C2C=CC=CC=2)([P](C2C=CC=CC=2)(C2C=CC=CC=2)C2C=CC=CC=2)[P](C2C=CC=CC=2)(C2C=CC=CC=2)C2C=CC=CC=2)(C2C=CC=CC=2)C2C=CC=CC=2)=CC=1. The product is [CH3:31][C:2]1[C:3]([O:17][CH2:18][C:19]2[C:20]([C:25]3[CH:26]=[CH:27][CH:28]=[CH:29][CH:30]=3)=[N:21][O:22][C:23]=2[CH3:24])=[N:4][CH:5]=[C:6]([CH:16]=1)[C:7]([NH:9][CH:10]1[CH2:15][CH2:14][O:13][CH2:12][CH2:11]1)=[O:8]. The yield is 0.500. (6) The reactants are Cl[C:2]1[N:7]=[C:6]([NH:8][C:9]2[CH:14]=[CH:13][CH:12]=[C:11]([C:15]#[N:16])[CH:10]=2)[C:5]([F:17])=[CH:4][N:3]=1.[NH2:18][C:19]1[CH:20]=[C:21]([OH:25])[CH:22]=[CH:23][CH:24]=1. No catalyst specified. The product is [C:15]([C:11]1[CH:10]=[C:9]([NH:8][C:6]2[C:5]([F:17])=[CH:4][N:3]=[C:2]([NH:18][C:19]3[CH:24]=[CH:23][CH:22]=[C:21]([OH:25])[CH:20]=3)[N:7]=2)[CH:14]=[CH:13][CH:12]=1)#[N:16]. The yield is 0.620. (7) The reactants are [CH:1]([C:4]1[N:9]=[CH:8][N:7]=[C:6](O)[C:5]=1[CH3:11])([CH3:3])[CH3:2].P(Cl)(Cl)([Cl:14])=O. No catalyst specified. The product is [Cl:14][C:6]1[C:5]([CH3:11])=[C:4]([CH:1]([CH3:3])[CH3:2])[N:9]=[CH:8][N:7]=1. The yield is 0.110. (8) The reactants are [C:1]([C:5]1[CH:21]=[CH:20][C:8]([CH2:9][NH:10][CH2:11][CH2:12][C:13]2[CH:18]=[CH:17][C:16]([F:19])=[CH:15][CH:14]=2)=[CH:7][CH:6]=1)([CH3:4])([CH3:3])[CH3:2].[Cl:22][C:23]1[CH:24]=[C:25]2[C:29](=[C:30]([C:32](O)=[O:33])[CH:31]=1)[NH:28][CH:27]=[CH:26]2.CCN=C=NCCCN(C)C.Cl. The catalyst is C(Cl)Cl. The product is [C:1]([C:5]1[CH:21]=[CH:20][C:8]([CH2:9][N:10]([CH2:11][CH2:12][C:13]2[CH:18]=[CH:17][C:16]([F:19])=[CH:15][CH:14]=2)[C:32]([C:30]2[CH:31]=[C:23]([Cl:22])[CH:24]=[C:25]3[C:29]=2[NH:28][CH:27]=[CH:26]3)=[O:33])=[CH:7][CH:6]=1)([CH3:4])([CH3:2])[CH3:3]. The yield is 0.640. (9) The reactants are [CH3:1][C@@H:2]1[CH2:4][C@H:3]1[C:5](OCC1C=CC=CC=1)=[O:6].[F:15][C:16]1[CH:17]=[C:18]([C:24]2[CH:28]=[C:27]([NH2:29])[S:26][N:25]=2)[CH:19]=[CH:20][C:21]=1[O:22][CH3:23].C[Al](C)C. The catalyst is ClCCl.CCOC(C)=O.Cl.O. The product is [F:15][C:16]1[CH:17]=[C:18]([C:24]2[CH:28]=[C:27]([NH:29][C:5]([C@@H:3]3[CH2:4][C@H:2]3[CH3:1])=[O:6])[S:26][N:25]=2)[CH:19]=[CH:20][C:21]=1[O:22][CH3:23]. The yield is 0.559.